From a dataset of Catalyst prediction with 721,799 reactions and 888 catalyst types from USPTO. Predict which catalyst facilitates the given reaction. (1) Reactant: [CH3:1][C:2]([CH3:25])([CH3:24])[C@@H:3]([N:5]1[CH2:10][CH2:9][C@:8]([CH2:18][CH2:19][C:20](O)=[O:21])([C:11]2[CH:16]=[CH:15][C:14]([F:17])=[CH:13][CH:12]=2)[O:7][C:6]1=[O:23])[CH3:4].CC[N:28]=C=NCCCN(C)C.C1C=CC2N(O)N=NC=2C=1.CCN(C(C)C)C(C)C. The catalyst class is: 2. Product: [CH3:1][C:2]([CH3:25])([CH3:24])[C@@H:3]([N:5]1[CH2:10][CH2:9][C@:8]([CH2:18][CH2:19][C:20]([NH2:28])=[O:21])([C:11]2[CH:16]=[CH:15][C:14]([F:17])=[CH:13][CH:12]=2)[O:7][C:6]1=[O:23])[CH3:4]. (2) The catalyst class is: 2. Reactant: FC(F)(F)C(O)=O.[Cl:8][CH2:9][CH2:10][CH2:11][CH:12]([CH:24]1[CH2:26][CH2:25]1)[C:13]([NH:15][NH:16]C(OC(C)(C)C)=O)=[O:14].C(=O)(O)[O-].[Na+].C(OCC)(=O)C. Product: [Cl:8][CH2:9][CH2:10][CH2:11][CH:12]([CH:24]1[CH2:25][CH2:26]1)[C:13]([NH:15][NH2:16])=[O:14]. (3) Reactant: C[N:2]([C:8]1[S:9][CH:10]=[CH:11][N:12]=1)[CH2:3][CH2:4][CH2:5][NH:6]C.[C:13]1([C:19]#[C:20][C:21]([OH:23])=O)[CH:18]=[CH:17][CH:16]=[CH:15][CH:14]=1.CCN(C(C)C)C(C)C.CN(C(ON1N=NC2C=CC=CC1=2)=[N+](C)C)C.[B-](F)(F)(F)F. Product: [S:9]1[CH:10]=[CH:11][N:12]=[C:8]1[NH:2][CH2:3][CH2:4][CH2:5][NH:6][C:21](=[O:23])[C:20]#[C:19][C:13]1[CH:14]=[CH:15][CH:16]=[CH:17][CH:18]=1. The catalyst class is: 1. (4) The catalyst class is: 260. Reactant: [Cl:1][C:2]1[CH:3]=[C:4]([CH:8]=[C:9]([F:37])[C:10]=1[CH2:11][S:12][C:13]1[N:14]([C:30]2[CH:35]=[CH:34][C:33]([F:36])=[CH:32][CH:31]=2)[C:15]([C:18]([C:21]2[CH:26]=[CH:25][C:24]([Cl:27])=[C:23]([O:28][CH3:29])[CH:22]=2)([CH3:20])[CH3:19])=[CH:16][N:17]=1)C(O)=O.C1(P(N=[N+]=[N-])(C2C=CC=CC=2)=[O:45])C=CC=CC=1.CC[N:57]([CH:61](C)C)C(C)C.[CH3:64][C:65]([OH:68])([CH3:67])[CH3:66]. Product: [Cl:1][C:2]1[CH:3]=[C:4]([NH:57][C:61](=[O:45])[O:68][C:65]([CH3:67])([CH3:66])[CH3:64])[CH:8]=[C:9]([F:37])[C:10]=1[CH2:11][S:12][C:13]1[N:14]([C:30]2[CH:31]=[CH:32][C:33]([F:36])=[CH:34][CH:35]=2)[C:15]([C:18]([C:21]2[CH:26]=[CH:25][C:24]([Cl:27])=[C:23]([O:28][CH3:29])[CH:22]=2)([CH3:19])[CH3:20])=[CH:16][N:17]=1. (5) Reactant: ClC(Cl)(Cl)C([N:5]1[CH2:10][CH2:9][N:8]([C:11]2[CH:16]=[C:15]([S:17]([N:20]3[C:28]4[C:23](=[CH:24][C:25]([F:30])=[C:26]([F:29])[CH:27]=4)[C:22]([CH:31]([F:33])[F:32])=[CH:21]3)(=[O:19])=[O:18])[CH:14]=[CH:13][C:12]=2[O:34][CH3:35])[CH2:7][CH2:6]1)=O.[OH-].[K+]. Product: [F:33][CH:31]([F:32])[C:22]1[C:23]2[C:28](=[CH:27][C:26]([F:29])=[C:25]([F:30])[CH:24]=2)[N:20]([S:17]([C:15]2[CH:14]=[CH:13][C:12]([O:34][CH3:35])=[C:11]([N:8]3[CH2:7][CH2:6][NH:5][CH2:10][CH2:9]3)[CH:16]=2)(=[O:18])=[O:19])[CH:21]=1. The catalyst class is: 1. (6) Reactant: C[O:2][C:3](=[O:22])[C:4]1[CH:9]=[CH:8][C:7]([C:10](=[O:21])[NH:11][CH2:12][CH2:13][N:14]([CH:18]([CH3:20])[CH3:19])[CH:15]([CH3:17])[CH3:16])=[N:6][CH:5]=1.[OH-].[Na+]. Product: [CH:18]([N:14]([CH:15]([CH3:17])[CH3:16])[CH2:13][CH2:12][NH:11][C:10]([C:7]1[CH:8]=[CH:9][C:4]([C:3]([OH:22])=[O:2])=[CH:5][N:6]=1)=[O:21])([CH3:19])[CH3:20]. The catalyst class is: 36. (7) Reactant: [OH:1][C:2]1[CH:11]=[C:10]2[C:5]([C:6]([O:12][C:13]3[CH:18]=[C:17]([CH3:19])[C:16]([CH3:20])=[CH:15][C:14]=3[C:21](=[O:23])[CH3:22])=[CH:7][CH:8]=[N:9]2)=[CH:4][C:3]=1[O:24][CH3:25].Br[CH2:27][CH2:28][Cl:29].C(=O)([O-])[O-].[K+].[K+].O. Product: [Cl:29][CH2:28][CH2:27][O:1][C:2]1[CH:11]=[C:10]2[C:5]([C:6]([O:12][C:13]3[CH:18]=[C:17]([CH3:19])[C:16]([CH3:20])=[CH:15][C:14]=3[C:21](=[O:23])[CH3:22])=[CH:7][CH:8]=[N:9]2)=[CH:4][C:3]=1[O:24][CH3:25]. The catalyst class is: 9. (8) Reactant: [I-:1].[Na+].Cl[CH:4]([O:6][C:7](=[O:11])[CH:8]([CH3:10])[CH3:9])[CH3:5]. Product: [I:1][CH:4]([O:6][C:7](=[O:11])[CH:8]([CH3:10])[CH3:9])[CH3:5]. The catalyst class is: 23.